This data is from Reaction yield outcomes from USPTO patents with 853,638 reactions. The task is: Predict the reaction yield, written as a fraction of the theoretical maximum amount of product (1.0 means a 100% yield; for example, 0.34 means a 34% yield). (1) The reactants are [C:1]([N:9]1[CH2:14][CH2:13][CH2:12][CH:11]([C:15]([O:17][CH2:18][CH3:19])=[O:16])[CH2:10]1)(=[O:8])[C:2]1[CH:7]=[CH:6][CH:5]=[CH:4][CH:3]=1.Br[CH2:21][CH2:22][C:23]1[CH:28]=[CH:27][CH:26]=[CH:25][CH:24]=1. No catalyst specified. The product is [C:1]([N:9]1[CH2:14][CH2:13][CH2:12][C:11]([CH2:21][CH2:22][C:23]2[CH:28]=[CH:27][CH:26]=[CH:25][CH:24]=2)([C:15]([O:17][CH2:18][CH3:19])=[O:16])[CH2:10]1)(=[O:8])[C:2]1[CH:3]=[CH:4][CH:5]=[CH:6][CH:7]=1. The yield is 0.180. (2) The product is [C:27]([O:26][C:24]([N:9]1[CH2:14][CH2:13][CH2:12][C:11](=[O:15])[CH2:10]1)=[O:25])([CH3:28])([CH3:29])[CH3:30]. The catalyst is CO.[Pd].O1CCCC1. The reactants are Cl.C([N:9]1[CH2:14][CH2:13][CH2:12][C:11](=[O:15])[CH2:10]1)C1C=CC=CC=1.[C:27]([O:26][C:24](O[C:24]([O:26][C:27]([CH3:30])([CH3:29])[CH3:28])=[O:25])=[O:25])([CH3:30])([CH3:29])[CH3:28].C(=O)(O)[O-].[Na+].Cl. The yield is 0.860. (3) The reactants are [C:1]([O:5][C:6]([N:8]1[CH2:13][CH2:12][C:11](=[CH:14]/[CH:15]=[CH:16]/[C:17]2[CH:22]=[CH:21][CH:20]=[CH:19][CH:18]=2)[CH2:10][CH2:9]1)=[O:7])([CH3:4])([CH3:3])[CH3:2].[Cl:23]C1C=C(C=CC=1)CP(=O)([O-])[O-].O=CC=C1CCN(C(OC(C)(C)C)=O)CC1. No catalyst specified. The product is [Cl:23][C:21]1[CH:22]=[C:17](/[CH:16]=[CH:15]/[CH:14]=[C:11]2[CH2:10][CH2:9][N:8]([C:6]([O:5][C:1]([CH3:4])([CH3:2])[CH3:3])=[O:7])[CH2:13][CH2:12]2)[CH:18]=[CH:19][CH:20]=1. The yield is 0.303.